This data is from Full USPTO retrosynthesis dataset with 1.9M reactions from patents (1976-2016). The task is: Predict the reactants needed to synthesize the given product. (1) Given the product [Cl:1][C:2]1[CH:3]=[C:4]([NH:16][C:17]2[C:26]3[C:21](=[CH:22][CH:23]=[CH:24][C:25]=3[O:27][C@@H:28]([CH3:33])[C:29]([N:38]3[CH2:39][CH2:40][C@@H:36]([OH:35])[CH2:37]3)=[O:30])[N:20]=[CH:19][N:18]=2)[CH:5]=[CH:6][C:7]=1[O:8][CH2:9][C:10]1[CH:15]=[CH:14][CH:13]=[CH:12][N:11]=1, predict the reactants needed to synthesize it. The reactants are: [Cl:1][C:2]1[CH:3]=[C:4]([NH:16][C:17]2[C:26]3[C:21](=[CH:22][CH:23]=[CH:24][C:25]=3[O:27][C@@H:28]([CH3:33])[C:29](OC)=[O:30])[N:20]=[CH:19][N:18]=2)[CH:5]=[CH:6][C:7]=1[O:8][CH2:9][C:10]1[CH:15]=[CH:14][CH:13]=[CH:12][N:11]=1.O.[OH:35][C@H:36]1[CH2:40][CH2:39][NH:38][CH2:37]1. (2) The reactants are: [Br:1][C:2]1[CH:3]=[CH:4][C:5]([O:16][CH2:17][CH2:18][CH3:19])=[C:6]([C:8]2[CH:13]=[C:12](Cl)[N:11]=[C:10]([NH2:15])[N:9]=2)[CH:7]=1.[Cl:20][C:21]1[CH:27]=[CH:26][C:24]([NH2:25])=[CH:23][CH:22]=1. Given the product [Br:1][C:2]1[CH:3]=[CH:4][C:5]([O:16][CH2:17][CH2:18][CH3:19])=[C:6]([C:8]2[N:9]=[C:10]([NH2:15])[N:11]=[C:12]([NH:25][C:24]3[CH:26]=[CH:27][C:21]([Cl:20])=[CH:22][CH:23]=3)[CH:13]=2)[CH:7]=1, predict the reactants needed to synthesize it. (3) Given the product [F:23][C:24]1[CH:29]=[CH:28][C:27]([NH:30][C:7]2[C:12]([CH3:13])=[C:11]([CH3:14])[N:10]=[C:9]([NH:15][CH2:16][C:17]3[CH:22]=[CH:21][CH:20]=[CH:19][N:18]=3)[N:8]=2)=[CH:26][CH:25]=1, predict the reactants needed to synthesize it. The reactants are: C1(N[C:7]2[C:12]([CH3:13])=[C:11]([CH3:14])[N:10]=[C:9]([NH:15][CH2:16][C:17]3[CH:22]=[CH:21][CH:20]=[CH:19][N:18]=3)[N:8]=2)CCCC1.[F:23][C:24]1[CH:29]=[CH:28][C:27]([NH2:30])=[CH:26][CH:25]=1. (4) Given the product [Cl:1][C:2]1[C:3]([CH2:31][N:33]2[CH2:38][CH2:37][CH2:36][C@@H:35]([C:39]([O:41][CH2:42][CH3:43])=[O:40])[CH2:34]2)=[C:4]([C:27]([F:28])([F:29])[F:30])[CH:5]=[C:6]2[C:11]=1[NH:10][C:9](=[O:12])[N:8]([CH2:13][C:14]1[CH:19]=[C:18]([Cl:20])[CH:17]=[CH:16][C:15]=1[S:21]([CH2:24][CH3:25])(=[O:23])=[O:22])[C:7]2=[O:26], predict the reactants needed to synthesize it. The reactants are: [Cl:1][C:2]1[C:3]([CH:31]=O)=[C:4]([C:27]([F:30])([F:29])[F:28])[CH:5]=[C:6]2[C:11]=1[NH:10][C:9](=[O:12])[N:8]([CH2:13][C:14]1[CH:19]=[C:18]([Cl:20])[CH:17]=[CH:16][C:15]=1[S:21]([CH2:24][CH3:25])(=[O:23])=[O:22])[C:7]2=[O:26].[NH:33]1[CH2:38][CH2:37][CH2:36][C@@H:35]([C:39]([O:41][CH2:42][CH3:43])=[O:40])[CH2:34]1.